From a dataset of Full USPTO retrosynthesis dataset with 1.9M reactions from patents (1976-2016). Predict the reactants needed to synthesize the given product. (1) Given the product [CH3:20][C:21]1([N:27]2[CH2:12][C:4]3[C:3](=[CH:8][CH:7]=[C:6]([N+:9]([O-:11])=[O:10])[CH:5]=3)[CH2:2]2)[CH2:26][CH2:25][O:24][CH2:23][CH2:22]1, predict the reactants needed to synthesize it. The reactants are: Br[CH2:2][C:3]1[CH:8]=[CH:7][C:6]([N+:9]([O-:11])=[O:10])=[CH:5][C:4]=1[CH2:12]Br.C([O-])([O-])=O.[K+].[K+].[CH3:20][C:21]1([NH2:27])[CH2:26][CH2:25][O:24][CH2:23][CH2:22]1. (2) Given the product [CH3:5][O:6][C:7]1[CH:8]=[CH:9][CH:10]=[C:11]2[C:16]=1[NH:15][CH2:14][CH2:13][CH2:12]2, predict the reactants needed to synthesize it. The reactants are: C([BH3-])#N.[Na+].[CH3:5][O:6][C:7]1[CH:8]=[CH:9][CH:10]=[C:11]2[C:16]=1[N:15]=[CH:14][CH:13]=[CH:12]2.Cl.[OH-].[NH4+]. (3) Given the product [NH2:12][C:11]1[C:2]([Cl:1])=[N:3][C:4]2[C:9]([C:10]=1[NH:15][CH2:16][C:17]1[CH:31]=[CH:30][C:20]([CH2:21][NH:22][C:23](=[O:29])[O:24][C:25]([CH3:26])([CH3:27])[CH3:28])=[CH:19][CH:18]=1)=[CH:8][CH:7]=[CH:6][CH:5]=2, predict the reactants needed to synthesize it. The reactants are: [Cl:1][C:2]1[C:11]([N+:12]([O-])=O)=[C:10]([NH:15][CH2:16][C:17]2[CH:31]=[CH:30][C:20]([CH2:21][NH:22][C:23](=[O:29])[O:24][C:25]([CH3:28])([CH3:27])[CH3:26])=[CH:19][CH:18]=2)[C:9]2[C:4](=[CH:5][CH:6]=[CH:7][CH:8]=2)[N:3]=1.S([O-])([O-])(=O)=O.[Mg+2].